From a dataset of Experimentally validated miRNA-target interactions with 360,000+ pairs, plus equal number of negative samples. Binary Classification. Given a miRNA mature sequence and a target amino acid sequence, predict their likelihood of interaction. (1) The miRNA is mmu-miR-881-3p with sequence AACUGUGUCUUUUCUGAAUAGA. The protein sequence of the target gene is MRKFNIRKVLDGLTAGSSSASQQQQQQQHPPGNREPEIQETLQSEHFQLCKTVRHGFPYQPSALAFDPVQKILAVGTQTGALRLFGRPGVECYCQHDSGAAVIQLQFLINEGALVSALADDTLHLWNLRQKRPAVLHSLKFCRERVTFCHLPFQSKWLYVGTERGNIHIVNVESFTLSGYVIMWNKAIELSSKAHPGPVVHISDNPMDEGKLLIGFESGTVVLWDLKSKKADYRYTYDEAIHSVAWHHEGKQFICSHSDGTLTIWNVRSPAKPVQTITPHGKQLKDGKKPEPCKPILKVE.... Result: 1 (interaction). (2) The protein sequence of the target gene is MPKGGCSKTPQQEDFALSNDMVEKQTGKKDKDKVSLTKTPKLDRSDGGKEVRERATKRKLPFTVGANGEQKDSDTEKQGPERKRIKKEPVARKSGLLFGMGLSGIRAGYPLSERQQVALLMQMTAEESANSPVDTTPKHPSQSTVCQKGTPNSASKTKDKVNKRNERGETRLHRAAIRGDARRIKELISEGADVNVKDFAGWTALHEACNRGYYDIAKQLLAAGAEVNTKGLDDDTPLHDAANNGHYKVVKLLLRYGGNPQQSNRKGETPLKVANSPTMVNLLLGKGTYTSSEESSTESS.... The miRNA is hsa-miR-7153-5p with sequence UGAGAACUGACAAAUGUGGUAGG. Result: 0 (no interaction). (3) The miRNA is hsa-miR-6807-3p with sequence CACUGCAUUCCUGCUUGGCCCAG. The protein sequence of the target gene is MPPAGGPRAPRPAALPRSLSRLRECPGRSRIVLALGATQMALGCLIVAVSFAALALTTSARVRHSCPFWAGFSVLLSGLIGVVSWKRPLSLVITFFMLLSAVCVMLNLAGSILSCQNAQLVNSLEGCQLIKFDSVEVCVCCELQHQSSGCSNLGETLKLNPLQENCNAVRLTLKDLLFSVCALNVLSTIVCALATAMCCMQMVSSDVLQMFLPQRSHPANPTCVTPHGTVLHQTLDFDEFIPPLPPPPYYPPEYTCTPSTEAQRGLHLDFAPSPFGTLYDVAINSPGLLYPAELPPPYEA.... Result: 0 (no interaction).